This data is from Catalyst prediction with 721,799 reactions and 888 catalyst types from USPTO. The task is: Predict which catalyst facilitates the given reaction. Reactant: Br[C:2]1[CH:7]=[CH:6][N:5]2[C:8](=[O:15])[N:9]([CH2:11][CH:12]([CH3:14])[CH3:13])[N:10]=[C:4]2[C:3]=1I.[CH3:17][O:18][C:19]1[CH:24]=[CH:23][C:22](B(O)O)=[CH:21][CH:20]=1.[C:28]([O-:31])([O-])=O.[K+].[K+]. Product: [CH3:17][O:18][C:19]1[CH:24]=[CH:23][C:22]([C:2]2[CH:7]=[CH:6][N:5]3[C:8](=[O:15])[N:9]([CH2:11][CH:12]([CH3:14])[CH3:13])[N:10]=[C:4]3[C:3]=2[C:19]2[CH:24]=[CH:23][C:22]([O:31][CH3:28])=[CH:21][CH:20]=2)=[CH:21][CH:20]=1. The catalyst class is: 70.